Dataset: Full USPTO retrosynthesis dataset with 1.9M reactions from patents (1976-2016). Task: Predict the reactants needed to synthesize the given product. (1) Given the product [F:25][C:23]1[CH:22]=[CH:21][C:20]([N+:26]([O-:28])=[O:27])=[C:19]([NH:11][C:12]2[N:17]=[CH:16][CH:15]=[CH:14][N:13]=2)[CH:24]=1, predict the reactants needed to synthesize it. The reactants are: [Li+].C[Si]([N-][Si](C)(C)C)(C)C.[NH2:11][C:12]1[N:17]=[CH:16][CH:15]=[CH:14][N:13]=1.F[C:19]1[CH:24]=[C:23]([F:25])[CH:22]=[CH:21][C:20]=1[N+:26]([O-:28])=[O:27]. (2) Given the product [N:1]1([NH:7][C:8]([C:10]2[CH:30]=[CH:29][C:13]3[O:14][C:15]4[CH:28]=[CH:27][CH:26]=[CH:25][C:16]=4[C:17]([C:19]4[CH:24]=[CH:23][CH:22]=[C:21]([Cl:49])[CH:20]=4)=[N:18][C:12]=3[CH:11]=2)=[O:9])[CH2:6][CH2:5][CH2:4][CH2:3][CH2:2]1, predict the reactants needed to synthesize it. The reactants are: [N:1]1([NH:7][C:8]([C:10]2[CH:30]=[CH:29][C:13]3[O:14][C:15]4[CH:28]=[CH:27][CH:26]=[CH:25][C:16]=4[C:17]([CH:19]4[CH2:24][CH2:23][CH2:22][CH2:21][CH2:20]4)=[N:18][C:12]=3[CH:11]=2)=[O:9])[CH2:6][CH2:5][CH2:4][CH2:3][CH2:2]1.N1(NC(C2C=CC3OC4C=CC=CC=4C([Cl:49])=NC=3C=2)=O)CCCCC1.[I-].ClC1C=C([Zn+])C=CC=1. (3) Given the product [Cl:54][C:51]1[CH:52]=[CH:53][C:48]([C:41]2[CH2:42][C:43]([CH3:47])([CH3:46])[CH2:44][CH2:45][C:40]=2[CH2:39][N:36]2[CH2:37][CH2:38][N:33]([C:31]3[CH:30]=[CH:29][C:12]([C:13]([NH:15][S:16]([C:19]4[CH:24]=[CH:23][C:22]([NH:65][CH:63]5[CH2:62][N:61]([CH:58]6[CH2:59][CH2:60][O:55][CH2:56][CH2:57]6)[CH2:64]5)=[C:21]([N+:26]([O-:28])=[O:27])[CH:20]=4)(=[O:17])=[O:18])=[O:14])=[C:11]([O:10][C:8]4[CH:9]=[C:4]5[CH:3]=[CH:2][NH:1][C:5]5=[N:6][CH:7]=4)[CH:32]=3)[CH2:34][CH2:35]2)=[CH:49][CH:50]=1, predict the reactants needed to synthesize it. The reactants are: [NH:1]1[C:5]2=[N:6][CH:7]=[C:8]([O:10][C:11]3[CH:32]=[C:31]([N:33]4[CH2:38][CH2:37][N:36]([CH2:39][C:40]5[CH2:45][CH2:44][C:43]([CH3:47])([CH3:46])[CH2:42][C:41]=5[C:48]5[CH:53]=[CH:52][C:51]([Cl:54])=[CH:50][CH:49]=5)[CH2:35][CH2:34]4)[CH:30]=[CH:29][C:12]=3[C:13]([NH:15][S:16]([C:19]3[CH:24]=[CH:23][C:22](Cl)=[C:21]([N+:26]([O-:28])=[O:27])[CH:20]=3)(=[O:18])=[O:17])=[O:14])[CH:9]=[C:4]2[CH:3]=[CH:2]1.[O:55]1[CH2:60][CH2:59][CH:58]([N:61]2[CH2:64][CH:63]([NH2:65])[CH2:62]2)[CH2:57][CH2:56]1.C(N(CC)CC)C.CS(C)=O. (4) Given the product [CH2:19]([NH:26][C:5]1[CH:6]=[CH:7][C:2]([Br:1])=[CH:3][C:4]=1[N+:9]([O-:11])=[O:10])[C:20]1[CH:25]=[CH:24][CH:23]=[CH:22][CH:21]=1, predict the reactants needed to synthesize it. The reactants are: [Br:1][C:2]1[CH:7]=[CH:6][C:5](F)=[C:4]([N+:9]([O-:11])=[O:10])[CH:3]=1.C(N(CC)CC)C.[CH2:19]([NH2:26])[C:20]1[CH:25]=[CH:24][CH:23]=[CH:22][CH:21]=1. (5) Given the product [C:1]1([N:7]2[C:11]([B:16]3[O:20][C:19]([CH3:22])([CH3:21])[C:18]([CH3:24])([CH3:23])[O:17]3)=[CH:10][CH:9]=[N:8]2)[CH:2]=[CH:3][CH:4]=[CH:5][CH:6]=1, predict the reactants needed to synthesize it. The reactants are: [C:1]1([N:7]2[CH:11]=[CH:10][CH:9]=[N:8]2)[CH:6]=[CH:5][CH:4]=[CH:3][CH:2]=1.C(O[B:16]1[O:20][C:19]([CH3:22])([CH3:21])[C:18]([CH3:24])([CH3:23])[O:17]1)(C)C. (6) Given the product [OH:47][CH2:46][CH2:45][CH2:44][NH:43][C:39]1[N:38]=[C:37]([O:36][C:35]2[CH:48]=[CH:11][C:12]([NH:8][C:1]([NH:3][C:7]3[CH:6]=[C:19]([C:22]([F:23])([F:24])[F:25])[CH:20]=[CH:21][C:15]=3[O:14][CH3:13])=[O:2])=[CH:33][CH:34]=2)[CH:42]=[CH:41][N:40]=1, predict the reactants needed to synthesize it. The reactants are: [C:1]([N:8]1[CH:12]=[CH:11]N=C1)([N:3]1[CH:7]=[CH:6]N=C1)=[O:2].[CH3:13][O:14][C:15]1[CH:21]=[CH:20][C:19]([C:22]([F:25])([F:24])[F:23])=CC=1N.C1COCC1.NC1C=[CH:48][C:35]([O:36][C:37]2[CH:42]=[CH:41][N:40]=[C:39]([NH:43][CH2:44][CH2:45][CH2:46][OH:47])[N:38]=2)=[CH:34][CH:33]=1. (7) The reactants are: [C:1]12[C:7](=[CH:8][CH:9]=[CH:10][CH:11]=1)[NH:6]C(=O)[O:4][C:2]2=O.[O:13]1[CH2:18][CH2:17][N:16]([C:19]2[CH:25]=[CH:24][C:22]([NH2:23])=[CH:21][CH:20]=2)[CH2:15][CH2:14]1. Given the product [NH2:6][C:7]1[CH:8]=[CH:9][CH:10]=[CH:11][C:1]=1[C:2]([NH:23][C:22]1[CH:21]=[CH:20][C:19]([N:16]2[CH2:17][CH2:18][O:13][CH2:14][CH2:15]2)=[CH:25][CH:24]=1)=[O:4], predict the reactants needed to synthesize it. (8) Given the product [CH3:11][O:12][C:13]1[C:14]([N+:29]([O-:31])=[O:30])=[C:15]2[C:20](=[CH:21][CH:22]=1)[C:19](=[O:23])[CH2:18][CH2:17][CH2:16]2.[CH3:11][O:12][C:13]1[CH:14]=[C:15]2[C:20](=[CH:21][C:22]=1[N+:29]([O-:32])=[O:30])[C:19](=[O:23])[CH2:18][CH2:17][CH2:16]2, predict the reactants needed to synthesize it. The reactants are: C1C2C(=CC=CC=2)CCC1.[CH3:11][O:12][C:13]1[CH:14]=[C:15]2[C:20](=[CH:21][CH:22]=1)[C:19](=[O:23])[CH2:18][CH2:17][CH2:16]2.S(=O)(=O)(O)O.[N+:29]([O-:32])([OH:31])=[O:30]. (9) Given the product [CH:25]([S:26]([N:20]1[CH2:19][CH2:18][CH:17]([NH:16][C:12]2[N:11]=[C:10]([C:5]3[N:6]([CH:7]([CH3:9])[CH3:8])[C:2]([CH3:1])=[N:3][CH:4]=3)[CH:15]=[CH:14][N:13]=2)[CH2:22][CH2:21]1)(=[O:28])=[O:27])=[CH2:24], predict the reactants needed to synthesize it. The reactants are: [CH3:1][C:2]1[N:6]([CH:7]([CH3:9])[CH3:8])[C:5]([C:10]2[CH:15]=[CH:14][N:13]=[C:12]([NH:16][CH:17]3[CH2:22][CH2:21][NH:20][CH2:19][CH2:18]3)[N:11]=2)=[CH:4][N:3]=1.Cl[CH2:24][CH2:25][S:26](Cl)(=[O:28])=[O:27]. (10) Given the product [CH2:1]([N:9]([CH2:13][CH2:14][OH:15])[CH2:10][CH2:11][OH:12])[CH2:2][CH2:3][CH2:4][CH2:5][CH2:6][CH3:7], predict the reactants needed to synthesize it. The reactants are: [CH:1](=O)[CH2:2][CH2:3][CH2:4][CH2:5][CH2:6][CH3:7].[NH:9]([CH2:13][CH2:14][OH:15])[CH2:10][CH2:11][OH:12].